From a dataset of Catalyst prediction with 721,799 reactions and 888 catalyst types from USPTO. Predict which catalyst facilitates the given reaction. Reactant: CC1(C)C(C)(C)OB([C:9]2[CH:10]=[N:11][N:12]([C:14]([C:27]3[CH:32]=[CH:31][CH:30]=[CH:29][CH:28]=3)([C:21]3[CH:26]=[CH:25][CH:24]=[CH:23][CH:22]=3)[C:15]3[CH:20]=[CH:19][CH:18]=[CH:17][CH:16]=3)[CH:13]=2)O1.Br[C:35]1[C:36]([NH2:41])=[N:37][CH:38]=[CH:39][CH:40]=1.C1(C)C=CC=CC=1.C(=O)([O-])[O-].[Na+].[Na+]. Product: [C:14]([N:12]1[CH:13]=[C:9]([C:35]2[C:36]([NH2:41])=[N:37][CH:38]=[CH:39][CH:40]=2)[CH:10]=[N:11]1)([C:21]1[CH:22]=[CH:23][CH:24]=[CH:25][CH:26]=1)([C:27]1[CH:32]=[CH:31][CH:30]=[CH:29][CH:28]=1)[C:15]1[CH:16]=[CH:17][CH:18]=[CH:19][CH:20]=1. The catalyst class is: 461.